From a dataset of Reaction yield outcomes from USPTO patents with 853,638 reactions. Predict the reaction yield, written as a fraction of the theoretical maximum amount of product (1.0 means a 100% yield; for example, 0.34 means a 34% yield). (1) The reactants are [Br:1][C:2]1[C:11]2[C:6](=[CH:7][CH:8]=[CH:9][CH:10]=2)[C:5]([OH:12])=[C:4]([C:13]([OH:15])=O)[CH:3]=1.S([O:21][CH3:22])(OC)(=O)=O.[C:23]([O-])([O-])=O.[K+].[K+]. The catalyst is CC(C)=O. The product is [Br:1][C:2]1[C:11]2[C:6](=[CH:7][CH:8]=[CH:9][CH:10]=2)[C:5]([O:12][CH3:23])=[C:4]([C:13]([O:21][CH3:22])=[O:15])[CH:3]=1. The yield is 0.780. (2) The reactants are [CH2:1]([N:3]1[C:8](=[O:9])[CH2:7][C:6](=[O:10])[N:5]([CH2:11][C:12]2[CH:17]=[CH:16][CH:15]=[CH:14][CH:13]=2)[C:4]1=[O:18])[CH3:2].C(N(C(C)C)CC)(C)C.[N:28]([CH2:31][C:32]([O:34]CC)=[O:33])=[C:29]=[O:30]. The catalyst is C(Cl)(Cl)Cl. The product is [CH2:1]([N:3]1[C:8]([OH:9])=[C:7]([C:29]([NH:28][CH2:31][C:32]([OH:34])=[O:33])=[O:30])[C:6](=[O:10])[N:5]([CH2:11][C:12]2[CH:17]=[CH:16][CH:15]=[CH:14][CH:13]=2)[C:4]1=[O:18])[CH3:2]. The yield is 0.640. (3) The reactants are [Cl:1][C:2]1[S:6][C:5]([S:7]([N:10]([CH2:17][CH3:18])[C:11]2([C:14]([OH:16])=O)[CH2:13][CH2:12]2)(=[O:9])=[O:8])=[CH:4][CH:3]=1.CCOC(OC(OCC)=O)=O.[F:30][C:31]([F:48])([F:47])[O:32][C:33]1[CH:38]=[CH:37][C:36]([C:39]2[CH:44]=[C:43]([CH2:45][NH2:46])[CH:42]=[CH:41][N:40]=2)=[CH:35][CH:34]=1. The catalyst is C1COCC1. The product is [Cl:1][C:2]1[S:6][C:5]([S:7]([N:10]([CH2:17][CH3:18])[C:11]2([C:14]([NH:46][CH2:45][C:43]3[CH:42]=[CH:41][N:40]=[C:39]([C:36]4[CH:35]=[CH:34][C:33]([O:32][C:31]([F:48])([F:30])[F:47])=[CH:38][CH:37]=4)[CH:44]=3)=[O:16])[CH2:12][CH2:13]2)(=[O:8])=[O:9])=[CH:4][CH:3]=1. The yield is 0.350. (4) The product is [C:3]1([C:8]2[CH:9]=[CH:10][CH:11]=[CH:12][CH:13]=2)[CH:4]=[CH:5][CH:6]=[CH:7][C:2]=1[NH:1][N:15]=[C:21]([C:19]#[N:20])[C:22]([NH:24][CH2:25][CH:26]1[CH2:28][CH2:27]1)=[O:23]. The reactants are [NH2:1][C:2]1[CH:7]=[CH:6][CH:5]=[CH:4][C:3]=1[C:8]1[CH:13]=[CH:12][CH:11]=[CH:10][CH:9]=1.Cl.[N:15]([O-])=O.[Na+].[C:19]([CH2:21][C:22]([NH:24][CH2:25][CH:26]1[CH2:28][CH2:27]1)=[O:23])#[N:20].C([O-])(=O)C.[Na+].C(=O)([O-])[O-].[Na+].[Na+].C(=O)=O. The yield is 0.360. The catalyst is C(O)(=O)C.O.C(O)C.